From a dataset of Forward reaction prediction with 1.9M reactions from USPTO patents (1976-2016). Predict the product of the given reaction. (1) The product is: [CH3:8][NH:9][C:10]1[CH:11]=[C:12]([C:16]2[N:21]=[CH:20][C:19]([CH2:22][CH2:23][C:24]([O:26][CH2:27][CH3:28])=[O:25])=[CH:18][CH:17]=2)[CH:13]=[CH:14][CH:15]=1. Given the reactants C(OC([CH2:8][NH:9][C:10]1[CH:11]=[C:12]([C:16]2[N:21]=[CH:20][C:19]([CH:22]=[CH:23][C:24]([O:26][CH2:27][CH3:28])=[O:25])=[CH:18][CH:17]=2)[CH:13]=[CH:14][CH:15]=1)=O)(C)(C)C.FC(F)(F)C(O)=O.C(=O)([O-])O.[Na+], predict the reaction product. (2) Given the reactants [Br:1][C:2]1[CH:3]=[C:4]([C:8]2([C:15]3[CH:20]=[CH:19][C:18]([O:21][CH3:22])=[CH:17][CH:16]=3)[C:12](=S)[S:11][C:10](=S)[NH:9]2)[CH:5]=[CH:6][CH:7]=1.[NH2:23][CH2:24][CH:25]([CH2:30][NH2:31])[C:26]([O:28][CH3:29])=[O:27].C(N(CC)CC)C, predict the reaction product. The product is: [Br:1][C:2]1[CH:3]=[C:4]([C:8]2([C:15]3[CH:16]=[CH:17][C:18]([O:21][CH3:22])=[CH:19][CH:20]=3)[C:12]3=[N:23][CH2:24][CH:25]([C:26]([O:28][CH3:29])=[O:27])[CH2:30][N:31]3[C:10](=[S:11])[NH:9]2)[CH:5]=[CH:6][CH:7]=1. (3) Given the reactants [F:1][C:2]([F:16])([F:15])[O:3][C:4]1[CH:9]=[CH:8][C:7]([NH2:10])=[CH:6][C:5]=1[C:11]([F:14])([F:13])[F:12].[C:17]([Si:21]([CH3:31])([CH3:30])[O:22][CH:23]1[CH2:28][CH2:27][C:26](=O)[CH2:25][CH2:24]1)([CH3:20])([CH3:19])[CH3:18].C(O[BH-](OC(=O)C)OC(=O)C)(=O)C.[Na+], predict the reaction product. The product is: [C:17]([Si:21]([CH3:31])([CH3:30])[O:22][CH:23]1[CH2:28][CH2:27][CH:26]([NH:10][C:7]2[CH:8]=[CH:9][C:4]([O:3][C:2]([F:15])([F:16])[F:1])=[C:5]([C:11]([F:12])([F:13])[F:14])[CH:6]=2)[CH2:25][CH2:24]1)([CH3:20])([CH3:19])[CH3:18]. (4) The product is: [Cl:12][C:13]1[CH:14]=[C:15]([CH2:16][OH:17])[CH:18]=[C:19]([Cl:22])[C:20]=1[C:3]1[CH:4]=[CH:5][C:6]([F:8])=[CH:7][C:2]=1[F:1]. Given the reactants [F:1][C:2]1[CH:7]=[C:6]([F:8])[CH:5]=[CH:4][C:3]=1B(O)O.[Cl:12][C:13]1[CH:14]=[C:15]([CH:18]=[C:19]([Cl:22])[C:20]=1I)[CH2:16][OH:17].ClC1C=C(C=C(Cl)C=1)CO, predict the reaction product. (5) Given the reactants Br[C:2]1[C:10]2[N:9]3[CH2:11][CH2:12][CH2:13][NH:14][C:15](=[O:16])[C:8]3=[C:7]([CH3:17])[C:6]=2[CH:5]=[C:4]([Cl:18])[CH:3]=1.[F:19][C:20]1[CH:21]=[C:22](B(O)O)[CH:23]=[CH:24][C:25]=1[F:26], predict the reaction product. The product is: [Cl:18][C:4]1[CH:3]=[C:2]([C:23]2[CH:22]=[CH:21][C:20]([F:19])=[C:25]([F:26])[CH:24]=2)[C:10]2[N:9]3[CH2:11][CH2:12][CH2:13][NH:14][C:15](=[O:16])[C:8]3=[C:7]([CH3:17])[C:6]=2[CH:5]=1. (6) Given the reactants ClC1C(OC2C=NC(OCC(C)C)=C(Cl)C=2)=CC(F)=C(C=1)C(O)=O.[Cl:25][C:26]1[C:27]([O:36][C:37]2[CH:38]=[N:39][C:40]([O:44][CH2:45][C:46]([F:51])([F:50])[CH:47]([F:49])[F:48])=[C:41]([Cl:43])[CH:42]=2)=[CH:28][C:29]([F:35])=[C:30]([CH:34]=1)[C:31](O)=[O:32].[CH3:52][N:53](C)[S:54]([NH2:57])(=[O:56])=[O:55], predict the reaction product. The product is: [Cl:25][C:26]1[C:27]([O:36][C:37]2[CH:38]=[N:39][C:40]([O:44][CH2:45][C:46]([F:51])([F:50])[CH:47]([F:49])[F:48])=[C:41]([Cl:43])[CH:42]=2)=[CH:28][C:29]([F:35])=[C:30]([CH:34]=1)[C:31]([NH:57][S:54](=[O:56])(=[O:55])[NH:53][CH3:52])=[O:32].